This data is from Forward reaction prediction with 1.9M reactions from USPTO patents (1976-2016). The task is: Predict the product of the given reaction. (1) Given the reactants [OH:1][C:2]1[CH:26]=[CH:25][C:5]([C:6]([C:8]2[CH:22]=[CH:21][C:20]([O:23][CH3:24])=[CH:19][C:9]=2[O:10][C@H:11]([CH3:18])[C:12]([O:14][CH2:15][CH2:16][CH3:17])=[O:13])=[O:7])=[CH:4][CH:3]=1.[CH3:27][C:28]1[O:32][C:31]([C:33]2[CH:38]=[CH:37][CH:36]=[CH:35][CH:34]=2)=[N:30][C:29]=1[CH2:39][CH2:40]O.C1(P(C2C=CC=CC=2)C2C=CC=CC=2)C=CC=CC=1.N(C(OCC)=O)=NC(OCC)=O, predict the reaction product. The product is: [CH3:24][O:23][C:20]1[CH:21]=[CH:22][C:8]([C:6](=[O:7])[C:5]2[CH:4]=[CH:3][C:2]([O:1][CH2:40][CH2:39][C:29]3[N:30]=[C:31]([C:33]4[CH:38]=[CH:37][CH:36]=[CH:35][CH:34]=4)[O:32][C:28]=3[CH3:27])=[CH:26][CH:25]=2)=[C:9]([CH:19]=1)[O:10][C@H:11]([CH3:18])[C:12]([O:14][CH2:15][CH2:16][CH3:17])=[O:13]. (2) Given the reactants S(=O)(=O)(O)O.[Cl:6][C:7]1[CH:20]=[CH:19][C:10]2[C:11]([C:14]([O:16]CC)=O)=[N:12][O:13][C:9]=2[CH:8]=1.C(Cl)(=O)C(Cl)=O.[NH2:27][C:28]1[CH:40]=[CH:39][C:38]([Br:41])=[CH:37][C:29]=1[C:30]([O:32]C(C)(C)C)=[O:31].C(O)(C(F)(F)F)=O, predict the reaction product. The product is: [Br:41][C:38]1[CH:39]=[CH:40][C:28]([NH:27][C:14]([C:11]2[C:10]3[CH:19]=[CH:20][C:7]([Cl:6])=[CH:8][C:9]=3[O:13][N:12]=2)=[O:16])=[C:29]([CH:37]=1)[C:30]([OH:32])=[O:31]. (3) Given the reactants [CH:1]1[C:10]2[C:5](=[CH:6][CH:7]=[CH:8][CH:9]=2)[CH:4]=[C:3]([NH:11][C:12]2[O:13][C@@:14]3([CH2:22][N:23]=2)[CH:19]2[CH2:20][CH2:21][N:16]([CH2:17][CH2:18]2)[CH2:15]3)[N:2]=1.ClC1C=C(C=CC=1)C(OO)=[O:29], predict the reaction product. The product is: [CH:1]1[C:10]2[C:5](=[CH:6][CH:7]=[CH:8][CH:9]=2)[CH:4]=[C:3]([NH:11][C:12]2[O:13][C@@:14]3([CH2:22][N:23]=2)[CH:19]2[CH2:18][CH2:17][N+:16]([O-:29])([CH2:21][CH2:20]2)[CH2:15]3)[N:2]=1. (4) Given the reactants [H-].[Na+].[C:3]([C:5]1[CH:6]=[C:7]([NH:11][C:12](=[O:18])[O:13][C:14]([CH3:17])([CH3:16])[CH3:15])[CH:8]=[CH:9][CH:10]=1)#[CH:4].I[CH3:20].O, predict the reaction product. The product is: [CH3:20][N:11]([C:7]1[CH:8]=[CH:9][CH:10]=[C:5]([C:3]#[CH:4])[CH:6]=1)[C:12](=[O:18])[O:13][C:14]([CH3:15])([CH3:17])[CH3:16]. (5) Given the reactants COC[O:4][C:5]1[CH:6]=[C:7]([C:11]2[N:12]=[C:13]([N:23]3[CH2:28][CH2:27][O:26][CH2:25][CH2:24]3)[C:14]3[N:20]=[CH:19][C:18]([CH2:21][OH:22])=[CH:17][C:15]=3[N:16]=2)[CH:8]=[CH:9][CH:10]=1.Cl, predict the reaction product. The product is: [OH:22][CH2:21][C:18]1[CH:19]=[N:20][C:14]2[C:13]([N:23]3[CH2:28][CH2:27][O:26][CH2:25][CH2:24]3)=[N:12][C:11]([C:7]3[CH:6]=[C:5]([OH:4])[CH:10]=[CH:9][CH:8]=3)=[N:16][C:15]=2[CH:17]=1.